Predict the reactants needed to synthesize the given product. From a dataset of Full USPTO retrosynthesis dataset with 1.9M reactions from patents (1976-2016). (1) Given the product [CH:1]([N:4]1[CH2:9][CH2:8][CH:7]([O:10][C:11]2[CH:19]=[CH:18][C:17]3[N:16]4[CH2:20][CH2:21][N:22]([CH:28]([C:30]5[CH:35]=[CH:34][CH:33]=[CH:32][CH:31]=5)[CH3:29])[C:23](=[O:24])[C:15]4=[CH:14][C:13]=3[CH:12]=2)[CH2:6][CH2:5]1)([CH3:3])[CH3:2], predict the reactants needed to synthesize it. The reactants are: [CH:1]([N:4]1[CH2:9][CH2:8][CH:7]([O:10][C:11]2[CH:19]=[CH:18][C:17]3[N:16]4[CH2:20][CH2:21][NH:22][C:23](=[O:24])[C:15]4=[CH:14][C:13]=3[CH:12]=2)[CH2:6][CH2:5]1)([CH3:3])[CH3:2].[H-].[Na+].Br[CH:28]([C:30]1[CH:35]=[CH:34][CH:33]=[CH:32][CH:31]=1)[CH3:29]. (2) Given the product [S:16](=[N:19][CH:20]=[O:21])(=[O:18])=[O:17].[N+:22]([CH2:26][S:7]([CH:1]1[CH2:6][CH2:5][CH2:4][CH2:3][CH2:2]1)(=[O:9])=[O:8])#[C-:23], predict the reactants needed to synthesize it. The reactants are: [CH:1]1([S:7]([O:9]C)=[O:8])[CH2:6][CH2:5][CH2:4][CH2:3][CH2:2]1.C=O.C(N)=O.[S:16](=[N:19][CH:20]=[O:21])(=[O:18])=[O:17].[NH:22]([CH:26](C)C)[CH:23](C)C. (3) Given the product [CH3:9][O:10][C:11]1[CH:16]=[CH:15][C:14]([NH:17][C:18](=[O:34])[C:19]2[CH:24]=[C:23]([CH2:25][NH:26][C:27]([C:29]([CH3:31])([CH3:32])[CH3:30])=[O:28])[CH:22]=[CH:21][C:20]=2[Cl:33])=[CH:13][C:12]=1[C:35]([NH:38][C:39]1[CH:44]=[C:43]([C:45]([F:47])([F:46])[F:48])[CH:42]=[CH:41][N:40]=1)=[O:37], predict the reactants needed to synthesize it. The reactants are: ClC(N(C)C)=C(C)C.[CH3:9][O:10][C:11]1[CH:16]=[CH:15][C:14]([NH:17][C:18](=[O:34])[C:19]2[CH:24]=[C:23]([CH2:25][NH:26][C:27]([C:29]([CH3:32])([CH3:31])[CH3:30])=[O:28])[CH:22]=[CH:21][C:20]=2[Cl:33])=[CH:13][C:12]=1[C:35]([OH:37])=O.[NH2:38][C:39]1[CH:44]=[C:43]([C:45]([F:48])([F:47])[F:46])[CH:42]=[CH:41][N:40]=1. (4) Given the product [CH2:18]([C:9]([CH:8]([C:26]#[N:27])[C:7]1[CH:6]=[CH:5][C:4]([S:3][C:2]([F:16])([F:1])[F:17])=[CH:15][CH:14]=1)([C:12]#[N:13])[C:10]#[N:11])[CH:19]=[CH2:20], predict the reactants needed to synthesize it. The reactants are: [F:1][C:2]([F:17])([F:16])[S:3][C:4]1[CH:15]=[CH:14][C:7]([CH:8]=[C:9]([C:12]#[N:13])[C:10]#[N:11])=[CH:6][CH:5]=1.[CH2:18](Cl)[CH:19]=[CH2:20].C[Si]([C:26]#[N:27])(C)C. (5) Given the product [CH2:1]([O:8][C:9](=[O:47])[NH:10][C:11]12[CH2:17][CH2:16][CH:15]([CH2:18][CH2:19]1)[CH2:14][N:13]1[C:20](=[O:46])[C:21]([O:38][CH2:39][C:40]3[CH:45]=[CH:44][CH:43]=[CH:42][CH:41]=3)=[C:22]([C:24]3[NH:25][C:26]([CH2:27][C:28]4[CH:29]=[CH:30][C:31]([F:34])=[CH:32][CH:33]=4)=[C:35]([Cl:49])[N:36]=3)[N:23]=[C:12]21)[C:2]1[CH:3]=[CH:4][CH:5]=[CH:6][CH:7]=1, predict the reactants needed to synthesize it. The reactants are: [CH2:1]([O:8][C:9](=[O:47])[NH:10][C:11]12[CH2:19][CH2:18][CH:15]([CH2:16][CH2:17]1)[CH2:14][N:13]1[C:20](=[O:46])[C:21]([O:38][CH2:39][C:40]3[CH:45]=[CH:44][CH:43]=[CH:42][CH:41]=3)=[C:22]([C:24](=O)[NH:25][CH:26]([C:35]#[N:36])[CH2:27][C:28]3[CH:33]=[CH:32][C:31]([F:34])=[CH:30][CH:29]=3)[N:23]=[C:12]21)[C:2]1[CH:7]=[CH:6][CH:5]=[CH:4][CH:3]=1.C(Cl)(Cl)(Cl)[Cl:49].C1(P(C2C=CC=CC=2)C2C=CC=CC=2)C=CC=CC=1.